The task is: Predict the reactants needed to synthesize the given product.. This data is from Full USPTO retrosynthesis dataset with 1.9M reactions from patents (1976-2016). (1) Given the product [C:17]([C:13]1[CH:14]=[C:15]2[C:10](=[CH:11][CH:12]=1)[C:9](=[O:21])[N:8]([C:4]1[CH:5]=[CH:6][CH:7]=[C:2]([B:23]3[O:27][C:26]([CH3:29])([CH3:28])[C:25]([CH3:31])([CH3:30])[O:24]3)[C:3]=1[CH3:22])[CH2:16]2)([CH3:20])([CH3:19])[CH3:18], predict the reactants needed to synthesize it. The reactants are: Br[C:2]1[C:3]([CH3:22])=[C:4]([N:8]2[CH2:16][C:15]3[C:10](=[CH:11][CH:12]=[C:13]([C:17]([CH3:20])([CH3:19])[CH3:18])[CH:14]=3)[C:9]2=[O:21])[CH:5]=[CH:6][CH:7]=1.[B:23]1([B:23]2[O:27][C:26]([CH3:29])([CH3:28])[C:25]([CH3:31])([CH3:30])[O:24]2)[O:27][C:26]([CH3:29])([CH3:28])[C:25]([CH3:31])([CH3:30])[O:24]1.C([O-])(=O)C.[K+].O. (2) Given the product [CH:1]1([C:7](=[O:8])[CH2:19][CH2:18][C:17](=[O:20])[CH3:16])[CH2:6][CH2:5][CH2:4][CH2:3][CH2:2]1, predict the reactants needed to synthesize it. The reactants are: [CH:1]1([CH:7]=[O:8])[CH2:6][CH2:5][CH2:4][CH2:3][CH2:2]1.C(N(CC)CC)C.[CH3:16][C:17](=[O:20])[CH:18]=[CH2:19]. (3) Given the product [CH2:1]([O:3][C:4](=[O:17])[CH2:5][C:6]1[C:7]([CH3:16])=[C:8]([S:26][C:20]2[CH:21]=[CH:22][C:23]([Cl:25])=[CH:24][C:19]=2[Cl:18])[N:9]2[C:14]=1[CH:13]=[CH:12][C:11]([F:15])=[CH:10]2)[CH3:2], predict the reactants needed to synthesize it. The reactants are: [CH2:1]([O:3][C:4](=[O:17])[CH2:5][C:6]1[C:7]([CH3:16])=[CH:8][N:9]2[C:14]=1[CH:13]=[CH:12][C:11]([F:15])=[CH:10]2)[CH3:2].[Cl:18][C:19]1[CH:24]=[C:23]([Cl:25])[CH:22]=[CH:21][C:20]=1[S:26](Cl)(=O)=O.[Cl-].[Al+3].[Cl-].[Cl-]. (4) Given the product [CH3:27][O:28][CH2:29][CH2:30][O:31][C:2]1[CH:3]=[N:4][CH:5]=[CH:6][C:7]=1[C:8]1[O:9][C:10]2[CH:16]=[CH:15][C:14]([C:17]([F:20])([F:19])[F:18])=[CH:13][C:11]=2[N:12]=1, predict the reactants needed to synthesize it. The reactants are: F[C:2]1[CH:3]=[N:4][CH:5]=[CH:6][C:7]=1[C:8]1[O:9][C:10]2[CH:16]=[CH:15][C:14]([C:17]([F:20])([F:19])[F:18])=[CH:13][C:11]=2[N:12]=1.C(=O)([O-])[O-].[K+].[K+].[CH3:27][O:28][CH2:29][CH2:30][OH:31].